Task: Predict hERG channel inhibition at various concentrations.. Dataset: hERG Central: cardiac toxicity at 1µM, 10µM, and general inhibition (1) The molecule is O=C(c1cc2ccccc2oc1=O)N(Cc1ccc2c(c1)OCO2)Cc1ccco1. Results: hERG_inhib (hERG inhibition (general)): blocker. (2) The drug is C=CCn1c(=O)n2ncnc2c2c3c(sc21)CCCC3. Results: hERG_inhib (hERG inhibition (general)): blocker. (3) The compound is O=C(CCc1nnc2n(Cc3ccc(Cl)cc3)c(=O)c3ccccc3n12)NCCN1CCCC1. Results: hERG_inhib (hERG inhibition (general)): blocker. (4) The compound is O=C(Cn1nc(Cc2cccnc2)c2ccccc2c1=O)NCC1COc2ccccc2O1. Results: hERG_inhib (hERG inhibition (general)): blocker.